Dataset: Full USPTO retrosynthesis dataset with 1.9M reactions from patents (1976-2016). Task: Predict the reactants needed to synthesize the given product. (1) Given the product [CH3:1][S:2]([O:52][CH2:51][C@H:19]1[C@H:18]([C:15]2[CH:16]=[CH:17][C:12]([CH2:11][O:10][CH2:9][CH2:8][O:7][CH3:6])=[CH:13][CH:14]=2)[C@@H:23]([O:24][CH2:25][C:26]2[CH:27]=[CH:28][C:29]3[O:34][CH2:33][CH2:32][N:31]([CH2:35][CH2:36][CH2:37][O:38][CH3:39])[C:30]=3[CH:40]=2)[CH2:22][N:21]([S:41]([C:44]2[CH:49]=[CH:48][C:47]([CH3:50])=[CH:46][CH:45]=2)(=[O:42])=[O:43])[CH2:20]1)(=[O:4])=[O:3], predict the reactants needed to synthesize it. The reactants are: [CH3:1][S:2](Cl)(=[O:4])=[O:3].[CH3:6][O:7][CH2:8][CH2:9][O:10][CH2:11][C:12]1[CH:17]=[CH:16][C:15]([C@@H:18]2[C@@H:23]([O:24][CH2:25][C:26]3[CH:27]=[CH:28][C:29]4[O:34][CH2:33][CH2:32][N:31]([CH2:35][CH2:36][CH2:37][O:38][CH3:39])[C:30]=4[CH:40]=3)[CH2:22][N:21]([S:41]([C:44]3[CH:49]=[CH:48][C:47]([CH3:50])=[CH:46][CH:45]=3)(=[O:43])=[O:42])[CH2:20][C@H:19]2[CH2:51][OH:52])=[CH:14][CH:13]=1.C(N(CC)CC)C. (2) Given the product [NH2:34][C:23]1[N:22]=[C:21]([C:15]2[CH:14]=[C:13]3[C:18]([CH2:19][CH2:20][N:11]([C:9](=[O:10])[CH2:8][C:4]4[CH:5]=[N:6][CH:7]=[C:2]([CH:3]=4)[C:35]#[N:36])[CH2:12]3)=[CH:17][CH:16]=2)[CH:26]=[C:25]([N:27]2[CH2:32][CH2:31][N:30]([CH3:33])[CH2:29][CH2:28]2)[N:24]=1, predict the reactants needed to synthesize it. The reactants are: Br[C:2]1[CH:3]=[C:4]([CH2:8][C:9]([N:11]2[CH2:20][CH2:19][C:18]3[C:13](=[CH:14][C:15]([C:21]4[CH:26]=[C:25]([N:27]5[CH2:32][CH2:31][N:30]([CH3:33])[CH2:29][CH2:28]5)[N:24]=[C:23]([NH2:34])[N:22]=4)=[CH:16][CH:17]=3)[CH2:12]2)=[O:10])[CH:5]=[N:6][CH:7]=1.[CH3:35][N:36]1CCCC1=O.N. (3) Given the product [CH:36]1([C:2]2[CH:31]=[CH:30][C:5]([CH2:6][N:7]3[C:15]4[C:10](=[CH:11][C:12]([CH:16]=[C:17]5[S:21][C:20]([N:22]6[CH2:27][CH2:26][N:25]([CH3:28])[CH2:24][CH2:23]6)=[N:19][C:18]5=[O:29])=[CH:13][CH:14]=4)[CH:9]=[N:8]3)=[C:4]([C:32]([F:34])([F:33])[F:35])[CH:3]=2)[CH2:38][CH2:37]1, predict the reactants needed to synthesize it. The reactants are: Br[C:2]1[CH:31]=[CH:30][C:5]([CH2:6][N:7]2[C:15]3[C:10](=[CH:11][C:12]([CH:16]=[C:17]4[S:21][C:20]([N:22]5[CH2:27][CH2:26][N:25]([CH3:28])[CH2:24][CH2:23]5)=[N:19][C:18]4=[O:29])=[CH:13][CH:14]=3)[CH:9]=[N:8]2)=[C:4]([C:32]([F:35])([F:34])[F:33])[CH:3]=1.[CH:36]1(B(O)O)[CH2:38][CH2:37]1. (4) Given the product [ClH:21].[CH3:1][C:2]1[CH:7]=[C:6]([NH:8][CH:9]([CH3:19])[CH2:10][NH2:11])[CH:5]=[C:4]([CH3:20])[N:3]=1, predict the reactants needed to synthesize it. The reactants are: [CH3:1][C:2]1[CH:7]=[C:6]([NH:8][CH:9]([CH3:19])[CH2:10][NH:11]C(=O)OC(C)(C)C)[CH:5]=[C:4]([CH3:20])[N:3]=1.[ClH:21]. (5) Given the product [CH2:28]([O:27][C:25](=[O:26])[N:15]([CH2:14][C@H:8]([NH2:7])[C@@H:9]([OH:13])[CH2:10][CH2:11][CH3:12])[CH2:16][C:17]1[CH:22]=[CH:21][C:20]([CH3:23])=[CH:19][C:18]=1[CH3:24])[C:29]1[CH:34]=[CH:33][CH:32]=[CH:31][CH:30]=1, predict the reactants needed to synthesize it. The reactants are: C(OC(=O)[NH:7][C@@H:8]([CH2:14][N:15]([C:25]([O:27][CH2:28][C:29]1[CH:34]=[CH:33][CH:32]=[CH:31][CH:30]=1)=[O:26])[CH2:16][C:17]1[CH:22]=[CH:21][C:20]([CH3:23])=[CH:19][C:18]=1[CH3:24])[C@@H:9]([OH:13])[CH2:10][CH2:11][CH3:12])(C)(C)C.C(O)(C(F)(F)F)=O.